This data is from Forward reaction prediction with 1.9M reactions from USPTO patents (1976-2016). The task is: Predict the product of the given reaction. (1) Given the reactants [Cl:1][CH2:2][CH2:3][CH2:4][CH2:5][CH2:6][CH2:7][OH:8].C1(C)C=CC(S(O)(=O)=O)=CC=1.[O:20]1[CH:25]=[CH:24][CH2:23][CH2:22][CH2:21]1, predict the reaction product. The product is: [Cl:1][CH2:2][CH2:3][CH2:4][CH2:5][CH2:6][CH2:7][O:8][CH:21]1[CH2:22][CH2:23][CH2:24][CH2:25][O:20]1. (2) Given the reactants Br[C:2]1[S:6][C:5]([N+:7]([O-:9])=[O:8])=[C:4]([C:10]([NH2:12])=[O:11])[CH:3]=1.CC1(C)C(C)(C)OB([C:21]2[CH:22]=[CH:23][C:24]([N:27]3[CH2:32][CH2:31][O:30][CH2:29][CH2:28]3)=[N:25][CH:26]=2)O1, predict the reaction product. The product is: [N:27]1([C:24]2[N:25]=[CH:26][C:21]([C:2]3[S:6][C:5]([N+:7]([O-:9])=[O:8])=[C:4]([C:10]([NH2:12])=[O:11])[CH:3]=3)=[CH:22][CH:23]=2)[CH2:28][CH2:29][O:30][CH2:31][CH2:32]1.